From a dataset of Forward reaction prediction with 1.9M reactions from USPTO patents (1976-2016). Predict the product of the given reaction. (1) Given the reactants [Cl:1][C:2]1[N:7]=[C:6](Cl)[C:5]([O:9][CH2:10][CH3:11])=[CH:4][N:3]=1.[NH:12]1[CH2:17][CH2:16][O:15][CH2:14][CH2:13]1.[NH4+].[Cl-], predict the reaction product. The product is: [Cl:1][C:2]1[N:7]=[C:6]([N:12]2[CH2:17][CH2:16][O:15][CH2:14][CH2:13]2)[C:5]([O:9][CH2:10][CH3:11])=[CH:4][N:3]=1. (2) The product is: [Cl:24][C:17]1[N:16]=[C:15]2[C:20]([N:21]=[CH:22][N:14]2[C@@H:12]2[CH2:13][C@H:9]([N:8]3[N:36]=[N:35][C:34]([CH2:32][CH3:33])=[N:38]3)[CH:10]=[CH:11]2)=[C:19]([Cl:23])[N:18]=1. Given the reactants C([N:8](C(OC(C)(C)C)=O)[C@H:9]1[CH2:13][C@@H:12]([N:14]2[CH:22]=[N:21][C:20]3[C:15]2=[N:16][C:17]([Cl:24])=[N:18][C:19]=3[Cl:23])[CH:11]=[CH:10]1)(OC(C)(C)C)=O.[CH2:32]([C:34]1[NH:38]N=[N:36][N:35]=1)[CH3:33], predict the reaction product.